This data is from Forward reaction prediction with 1.9M reactions from USPTO patents (1976-2016). The task is: Predict the product of the given reaction. (1) The product is: [C:2]1([CH:8]2[CH2:13][CH2:12][CH2:11][N:10]([CH2:14][C@H:15]3[CH2:20][CH2:19][CH2:18][CH2:17][C@@H:16]3[NH:21][C:52](=[O:53])[C:51]3[CH:55]=[CH:56][C:48]([N:43]4[CH:47]=[CH:46][CH:45]=[N:44]4)=[N:49][CH:50]=3)[CH2:9]2)[CH:3]=[CH:4][CH:5]=[CH:6][CH:7]=1. Given the reactants Cl.[C:2]1([C@@H:8]2[CH2:13][CH2:12][CH2:11][N:10]([CH2:14][C@H:15]3[CH2:20][CH2:19][CH2:18][CH2:17][C@@H:16]3[NH2:21])[CH2:9]2)[CH:7]=[CH:6][CH:5]=[CH:4][CH:3]=1.Cl.C1([C@H]2CCCN(C[C@H]3CCCC[C@@H]3N)C2)C=CC=CC=1.[N:43]1([C:48]2[CH:56]=[CH:55][C:51]([C:52](O)=[O:53])=[CH:50][N:49]=2)[CH:47]=[CH:46][CH:45]=[N:44]1.CN(C(ON1N=NC2C=CC=NC1=2)=[N+](C)C)C.F[P-](F)(F)(F)(F)F.C(N(C(C)C)CC)(C)C, predict the reaction product. (2) Given the reactants N#N.[CH:3]1([N:8]2[CH:12]=[C:11](I)[CH:10]=[N:9]2)[CH2:7][CH2:6][CH2:5][CH2:4]1.[CH3:14][C:15]1([CH3:31])[C:19]([CH3:21])([CH3:20])[O:18][B:17]([B:17]2[O:18][C:19]([CH3:21])([CH3:20])[C:15]([CH3:31])([CH3:14])[O:16]2)[O:16]1.C([O-])(=O)C.[K+], predict the reaction product. The product is: [CH:3]1([N:8]2[CH:12]=[C:11]([B:17]3[O:18][C:19]([CH3:21])([CH3:20])[C:15]([CH3:31])([CH3:14])[O:16]3)[CH:10]=[N:9]2)[CH2:7][CH2:6][CH2:5][CH2:4]1. (3) Given the reactants [CH3:1][N:2]([CH:4]=[C:5]([C:10]([O:12][CH3:13])=[O:11])[C:6]([O:8][CH3:9])=[O:7])C.[Br:14][C:15]1[CH:20]=C[N:18]=[C:17](N)[CH:16]=1, predict the reaction product. The product is: [Br:14][C:15]1[CH:16]=[CH:17][N:18]=[C:1]([NH:2][CH:4]=[C:5]([C:10]([O:12][CH3:13])=[O:11])[C:6]([O:8][CH3:9])=[O:7])[CH:20]=1. (4) Given the reactants I[C:2]1[CH:7]=[CH:6][C:5]([S:8]([CH3:11])(=[O:10])=[O:9])=[CH:4][C:3]=1[C:12]([N:14]1[CH2:19][CH2:18][N:17]([C:20]2[CH:25]=[CH:24][C:23]([C:26]([F:29])([F:28])[F:27])=[CH:22][CH:21]=2)[CH2:16][CH2:15]1)=[O:13].[CH2:30]([NH2:36])[CH:31]1[O:35][CH2:34][CH2:33][CH2:32]1, predict the reaction product. The product is: [CH3:11][S:8]([C:5]1[CH:6]=[CH:7][C:2]([NH:36][CH2:30][CH:31]2[CH2:32][CH2:33][CH2:34][O:35]2)=[C:3]([C:12]([N:14]2[CH2:19][CH2:18][N:17]([C:20]3[CH:25]=[CH:24][C:23]([C:26]([F:29])([F:28])[F:27])=[CH:22][CH:21]=3)[CH2:16][CH2:15]2)=[O:13])[CH:4]=1)(=[O:10])=[O:9]. (5) Given the reactants Cl[C:2]1[N:7]2[N:8]=[C:9]([CH3:11])[CH:10]=[C:6]2[N:5]=[C:4]([NH:12][C:13](=[O:24])[C:14]2[CH:19]=[CH:18][C:17]([C:20]([OH:23])([CH3:22])[CH3:21])=[CH:16][CH:15]=2)[CH:3]=1.[NH:25]1[CH2:30][CH2:29][CH:28]([CH2:31][OH:32])[CH2:27][CH2:26]1, predict the reaction product. The product is: [OH:32][CH2:31][CH:28]1[CH2:29][CH2:30][N:25]([C:2]2[N:7]3[N:8]=[C:9]([CH3:11])[CH:10]=[C:6]3[N:5]=[C:4]([NH:12][C:13](=[O:24])[C:14]3[CH:19]=[CH:18][C:17]([C:20]([OH:23])([CH3:22])[CH3:21])=[CH:16][CH:15]=3)[CH:3]=2)[CH2:26][CH2:27]1. (6) Given the reactants [CH3:1][N:2]1[C@H:11]2[C@H:6]([CH2:7][CH2:8][CH2:9][CH2:10]2)[N:5](C(OCC2C=CC=CC=2)=O)[CH2:4][CH2:3]1, predict the reaction product. The product is: [CH3:1][N:2]1[C@H:11]2[C@H:6]([CH2:7][CH2:8][CH2:9][CH2:10]2)[NH:5][CH2:4][CH2:3]1. (7) Given the reactants [CH:1]1([N:4]([C:44](=[O:49])[C:45]([F:48])([F:47])[F:46])[CH:5]2[C:14]3[CH2:13][S:12][N:11]=[C:10]([N:15]([C:23]([O:25][C:26]([CH3:29])([CH3:28])[CH3:27])=[O:24])[C:16]([O:18][C:19]([CH3:22])([CH3:21])[CH3:20])=[O:17])[C:9]4=[N:30][N:31]([CH2:33][C:34]5[C:39]([CH3:40])=[C:38]([O:41][CH3:42])[C:37]([CH3:43])=[CH:36][N:35]=5)[N:32]=[C:7]([C:8]=34)[CH2:6]2)[CH2:3][CH2:2]1.C(O)C.CCCCCC, predict the reaction product. The product is: [CH:1]1([N:4]([C:44](=[O:49])[C:45]([F:46])([F:48])[F:47])[C@@H:5]2[C:14]3[CH2:13][S:12][N:11]=[C:10]([N:15]([C:16]([O:18][C:19]([CH3:20])([CH3:21])[CH3:22])=[O:17])[C:23]([O:25][C:26]([CH3:29])([CH3:28])[CH3:27])=[O:24])[C:9]4=[N:30][N:31]([CH2:33][C:34]5[C:39]([CH3:40])=[C:38]([O:41][CH3:42])[C:37]([CH3:43])=[CH:36][N:35]=5)[N:32]=[C:7]([C:8]=34)[CH2:6]2)[CH2:3][CH2:2]1.[CH:1]1([N:4]([C:44](=[O:49])[C:45]([F:46])([F:48])[F:47])[C@H:5]2[C:14]3[CH2:13][S:12][N:11]=[C:10]([N:15]([C:16]([O:18][C:19]([CH3:20])([CH3:21])[CH3:22])=[O:17])[C:23]([O:25][C:26]([CH3:29])([CH3:28])[CH3:27])=[O:24])[C:9]4=[N:30][N:31]([CH2:33][C:34]5[C:39]([CH3:40])=[C:38]([O:41][CH3:42])[C:37]([CH3:43])=[CH:36][N:35]=5)[N:32]=[C:7]([C:8]=34)[CH2:6]2)[CH2:3][CH2:2]1.